This data is from hERG potassium channel inhibition data for cardiac toxicity prediction from Karim et al.. The task is: Regression/Classification. Given a drug SMILES string, predict its toxicity properties. Task type varies by dataset: regression for continuous values (e.g., LD50, hERG inhibition percentage) or binary classification for toxic/non-toxic outcomes (e.g., AMES mutagenicity, cardiotoxicity, hepatotoxicity). Dataset: herg_karim. (1) The drug is Cc1cccc(NC(=O)c2ccc(-c3ccc(Cl)cc3)o2)c1. The result is 0 (non-blocker). (2) The compound is O=c1ccc2ncc(F)c3c2n1CC3(O)CC12CCC(NCc3cc4c(c(Cl)c3Cl)OCCO4)(CC1)CO2. The result is 0 (non-blocker). (3) The drug is C[C@H]1Sc2ccccc2O[C@@H]1c1ccc(OCCCN2CCCC2)cc1. The result is 1 (blocker). (4) The drug is Cl.N=C(N)N/N=C/c1ccc(-c2ccc(/C=N/Nc3ccccc3Cl)cc2)cc1. The result is 1 (blocker). (5) The drug is CC(C)COc1ccc(Cl)cc1-c1ccccc1-c1cccc(C(=O)[O-])n1. The result is 0 (non-blocker).